This data is from Reaction yield outcomes from USPTO patents with 853,638 reactions. The task is: Predict the reaction yield, written as a fraction of the theoretical maximum amount of product (1.0 means a 100% yield; for example, 0.34 means a 34% yield). (1) The reactants are [Cl:1][C:2]1[C:11]([N+:12]([O-])=O)=[CH:10][C:5]([C:6]([O:8][CH3:9])=[O:7])=[CH:4][C:3]=1[O:15][CH3:16].Cl. The yield is 1.00. The catalyst is CCO.O.[Fe]. The product is [NH2:12][C:11]1[CH:10]=[C:5]([CH:4]=[C:3]([O:15][CH3:16])[C:2]=1[Cl:1])[C:6]([O:8][CH3:9])=[O:7]. (2) The reactants are [F:1][C:2]1[CH:3]=[C:4]([NH2:28])[CH:5]=[CH:6][C:7]=1[O:8][C:9]1[CH:14]=[CH:13][N:12]=[C:11]2[CH:15]=[C:16]([C:18]3[CH:23]=[CH:22][C:21]([S:24]([CH3:27])(=[O:26])=[O:25])=[CH:20][CH:19]=3)[S:17][C:10]=12.[C:29]1([CH2:35][C:36]([N:38]=[C:39]=[S:40])=[O:37])[CH:34]=[CH:33][CH:32]=[CH:31][CH:30]=1. The catalyst is C1COCC1. The product is [F:1][C:2]1[CH:3]=[C:4]([NH:28][C:39]([NH:38][C:36](=[O:37])[CH2:35][C:29]2[CH:30]=[CH:31][CH:32]=[CH:33][CH:34]=2)=[S:40])[CH:5]=[CH:6][C:7]=1[O:8][C:9]1[CH:14]=[CH:13][N:12]=[C:11]2[CH:15]=[C:16]([C:18]3[CH:19]=[CH:20][C:21]([S:24]([CH3:27])(=[O:25])=[O:26])=[CH:22][CH:23]=3)[S:17][C:10]=12. The yield is 0.530. (3) The reactants are C1C=CC(C2C=CC=CC=2)=CC=1.C1C=CC(OC2C=CC=CC=2)=CC=1.[Cl:26][C:27]1[CH:32]=[CH:31][C:30]([C:33]([F:36])([F:35])[F:34])=[CH:29][C:28]=1[NH:37][CH:38]=[C:39]([C:45](OCC)=[O:46])[C:40]([O:42][CH2:43][CH3:44])=[O:41]. No catalyst specified. The product is [Cl:26][C:27]1[CH:32]=[CH:31][C:30]([C:33]([F:34])([F:35])[F:36])=[C:29]2[C:28]=1[NH:37][CH:38]=[C:39]([C:40]([O:42][CH2:43][CH3:44])=[O:41])[C:45]2=[O:46]. The yield is 0.650. (4) The reactants are [F:1][C:2]1[C:3]([CH3:14])=[C:4]([C:8]([N+:11]([O-:13])=[O:12])=[CH:9][CH:10]=1)[C:5]([OH:7])=[O:6].[C:15]([O-])([O-])=O.[Cs+].[Cs+].IC.O. The catalyst is CO. The product is [CH3:15][O:6][C:5](=[O:7])[C:4]1[C:8]([N+:11]([O-:13])=[O:12])=[CH:9][CH:10]=[C:2]([F:1])[C:3]=1[CH3:14]. The yield is 1.00. (5) The reactants are [F:1][C:2]1[CH:3]=[C:4]([N+:29]([O-])=[O:30])[C:5]([C:12](=[O:28])/[C:13](/[C:22]2[N:26]([CH3:27])[N:25]=[CH:24][N:23]=2)=[CH:14]/[C:15]2[CH:20]=[CH:19][C:18]([F:21])=[CH:17][CH:16]=2)=[C:6]([CH:11]=1)[C:7]([O:9][CH3:10])=[O:8]. The catalyst is CO.[Pd]. The product is [F:1][C:2]1[CH:11]=[C:6]([C:7]([O:9][CH3:10])=[O:8])[C:5]2[C:12](=[O:28])[CH:13]([C:22]3[N:26]([CH3:27])[N:25]=[CH:24][N:23]=3)[CH:14]([C:15]3[CH:16]=[CH:17][C:18]([F:21])=[CH:19][CH:20]=3)[N:29]([OH:30])[C:4]=2[CH:3]=1. The yield is 0.570. (6) The yield is 0.570. The catalyst is CCO. The reactants are [OH:1][C:2]1[CH:9]=[CH:8][C:5]([CH:6]=O)=[CH:4][C:3]=1[CH3:10].[NH2:11][C:12]1[CH:27]=[CH:26][CH:25]=[CH:24][C:13]=1[C:14]([NH:16][C:17]1[CH:22]=[CH:21][C:20]([Cl:23])=[CH:19][CH:18]=1)=[O:15]. The product is [Cl:23][C:20]1[CH:21]=[CH:22][C:17]([N:16]2[C:14](=[O:15])[C:13]3[C:12](=[CH:27][CH:26]=[CH:25][CH:24]=3)[N:11]=[C:6]2[C:5]2[CH:8]=[CH:9][C:2]([OH:1])=[C:3]([CH3:10])[CH:4]=2)=[CH:18][CH:19]=1. (7) The reactants are [Cl:1][C:2]1[C:33]([F:34])=[CH:32][CH:31]=[CH:30][C:3]=1[CH2:4][NH:5][C:6](=[O:29])[N:7]([CH:9]([CH2:25][CH2:26][CH:27]=O)[CH2:10][O:11][C:12](=[O:24])[NH:13][C:14]1[N:15]=[CH:16][C:17]2[C:22]([CH:23]=1)=[CH:21][CH:20]=[CH:19][CH:18]=2)[CH3:8].[CH3:35]CN(C(C)C)C(C)C.Cl.N1[C:49]2[NH:50][CH2:51][CH2:52][NH:53][C:48]=2[N:47]=[N:46]1.C(O[BH-](OC(=O)C)OC(=O)C)(=O)C.[Na+]. The catalyst is ClCCCl.C(Cl)Cl. The product is [Cl:1][C:2]1[C:33]([F:34])=[CH:32][CH:31]=[CH:30][C:3]=1[CH2:4][NH:5][C:6](=[O:29])[N:7]([CH:9]([CH2:25][CH2:26][CH2:27][N:50]1[CH2:51][CH2:52][N:53]2[CH:35]=[N:46][N:47]=[C:48]2[CH2:49]1)[CH2:10][O:11][C:12](=[O:24])[NH:13][C:14]1[N:15]=[CH:16][C:17]2[C:22]([CH:23]=1)=[CH:21][CH:20]=[CH:19][CH:18]=2)[CH3:8]. The yield is 0.300. (8) The reactants are [CH:1]1([CH:7]([NH:19][C:20]2[CH:25]=[CH:24][C:23]([C:26]([N:28]([CH3:36])[CH2:29][CH2:30][C:31]([O:33]CC)=[O:32])=[O:27])=[CH:22][CH:21]=2)[C:8]2[O:9][C:10]3[CH:17]=[C:16]([F:18])[CH:15]=[CH:14][C:11]=3[C:12]=2[CH3:13])[CH2:6][CH2:5][CH2:4][CH2:3][CH2:2]1.O1CCCC1.[OH-].[Na+]. The catalyst is C(O)C. The product is [CH:1]1([CH:7]([NH:19][C:20]2[CH:21]=[CH:22][C:23]([C:26]([N:28]([CH3:36])[CH2:29][CH2:30][C:31]([OH:33])=[O:32])=[O:27])=[CH:24][CH:25]=2)[C:8]2[O:9][C:10]3[CH:17]=[C:16]([F:18])[CH:15]=[CH:14][C:11]=3[C:12]=2[CH3:13])[CH2:6][CH2:5][CH2:4][CH2:3][CH2:2]1. The yield is 0.900. (9) The reactants are [CH2:1]([C:3]1[C:8](=[O:9])[NH:7][C:6]([CH3:10])=[C:5]([C:11]2[S:15][C:14]([S:16]([Cl:19])(=[O:18])=[O:17])=[CH:13][CH:12]=2)[CH:4]=1)[CH3:2].[N:20]1([CH2:26][CH2:27][O:28][CH2:29][CH2:30][OH:31])[CH2:25][CH2:24][NH:23][CH2:22][CH2:21]1. No catalyst specified. The product is [ClH:19].[CH2:1]([C:3]1[C:8](=[O:9])[NH:7][C:6]([CH3:10])=[C:5]([C:11]2[S:15][C:14]([S:16]([N:23]3[CH2:22][CH2:21][N:20]([CH2:26][CH2:27][O:28][CH2:29][CH2:30][OH:31])[CH2:25][CH2:24]3)(=[O:18])=[O:17])=[CH:13][CH:12]=2)[CH:4]=1)[CH3:2]. The yield is 0.900. (10) The reactants are [Cl:1][C:2]1[CH:11]=[CH:10][C:9]([NH:12][NH2:13])=[CH:8][C:3]=1[C:4]([O:6][CH3:7])=[O:5].CO[CH:16](OC)[CH2:17][C:18](=O)[CH3:19]. The catalyst is CO. The product is [Cl:1][C:2]1[CH:11]=[CH:10][C:9]([N:12]2[C:18]([CH3:19])=[CH:17][CH:16]=[N:13]2)=[CH:8][C:3]=1[C:4]([O:6][CH3:7])=[O:5]. The yield is 0.310.